Dataset: Full USPTO retrosynthesis dataset with 1.9M reactions from patents (1976-2016). Task: Predict the reactants needed to synthesize the given product. (1) The reactants are: [CH3:1][O:2][C:3]1[CH:12]=[CH:11][C:6]2[N:7]=[C:8]([NH2:10])[S:9][C:5]=2[CH:4]=1.Br[CH:14]([CH2:19][CH3:20])[C:15]([O:17]C)=[O:16].[CH3:21][C:22]1C=CC2N=C(N)S[C:24]=2[CH:23]=1.Br[CH:33]([CH2:39][CH3:40])[C:34]([O:36]CC)=O. Given the product [CH3:1][O:2][C:3]1[CH:12]=[CH:11][C:6]2[N:7]([CH:14]([CH2:19][CH3:20])[C:15]([OH:17])=[O:16])[C:8](=[N:10][C:34](=[O:36])[C:33]3[CH:39]=[CH:40][C:23]([CH3:24])=[CH:22][CH:21]=3)[S:9][C:5]=2[CH:4]=1, predict the reactants needed to synthesize it. (2) Given the product [F:12][C:9]1[CH:8]=[N:7][C:6]2[C:11]([N:10]=1)=[C:2]([C:18](=[O:20])[CH3:19])[CH:3]=[CH:4][CH:5]=2, predict the reactants needed to synthesize it. The reactants are: Br[C:2]1[CH:3]=[CH:4][CH:5]=[C:6]2[C:11]=1[N:10]=[C:9]([F:12])[CH:8]=[N:7]2.C([Sn](CCCC)(CCCC)[C:18]([O:20]CC)=[CH2:19])CCC.Cl.CCN(CC)CC. (3) Given the product [CH3:10][C:8]1([CH3:9])[C:3]2[CH:2]=[C:1]3[O:11][CH2:12][C:13](=[O:14])[CH2:26][O:25][C:22]3=[CH:21][C:5]=2[CH2:6][CH2:7]1, predict the reactants needed to synthesize it. The reactants are: [CH2:1]([O:11][CH2:12][CH:13]=[O:14])[CH2:2][CH:3]([CH2:5][CH2:6][CH:7]=[C:8]([CH3:10])[CH3:9])C.CC1C2C=[C:22]3[O:25][CH2:26]C(=O)CO[C:21]3=CC=2CC1. (4) Given the product [Br:1][C:2]1[C:3]([N:25]2[CH2:30][CH2:29][CH2:28][C@@H:27]([NH:31][C:32](=[O:38])[O:33][C:34]([CH3:36])([CH3:35])[CH3:37])[CH2:26]2)=[C:4]2[C:10]([NH:11][C:12]([C:14]3[CH:23]=[N:22][C:21]4[C:16](=[CH:17][CH:18]=[CH:19][CH:20]=4)[N:15]=3)=[O:13])=[CH:9][NH:8][C:5]2=[N:6][CH:7]=1, predict the reactants needed to synthesize it. The reactants are: [Br:1][C:2]1[C:3](F)=[C:4]2[C:10]([NH:11][C:12]([C:14]3[CH:23]=[N:22][C:21]4[C:16](=[CH:17][CH:18]=[CH:19][CH:20]=4)[N:15]=3)=[O:13])=[CH:9][NH:8][C:5]2=[N:6][CH:7]=1.[NH:25]1[CH2:30][CH2:29][CH2:28][C@@H:27]([NH:31][C:32](=[O:38])[O:33][C:34]([CH3:37])([CH3:36])[CH3:35])[CH2:26]1. (5) Given the product [CH3:16][O:15][C:12]1[CH:11]=[CH:10][C:9]([CH2:8][N:7]2[C:6](=[O:17])[CH:5]3[N:4]([CH2:19][C:20]4[CH:21]=[CH:22][C:23]([O:26][CH3:27])=[CH:24][CH:25]=4)[C:3](=[O:28])[CH:2]2[S:1][S:18]3)=[CH:14][CH:13]=1, predict the reactants needed to synthesize it. The reactants are: [SH:1][CH:2]1[N:7]([CH2:8][C:9]2[CH:14]=[CH:13][C:12]([O:15][CH3:16])=[CH:11][CH:10]=2)[C:6](=[O:17])[CH:5]([SH:18])[N:4]([CH2:19][C:20]2[CH:25]=[CH:24][C:23]([O:26][CH3:27])=[CH:22][CH:21]=2)[C:3]1=[O:28].II.